From a dataset of Full USPTO retrosynthesis dataset with 1.9M reactions from patents (1976-2016). Predict the reactants needed to synthesize the given product. The reactants are: [CH2:1]([O:8][C:9](=[O:17])[NH:10][C:11]([CH3:16])([CH2:13][CH:14]=O)[CH3:12])[C:2]1[CH:7]=[CH:6][CH:5]=[CH:4][CH:3]=1.[CH3:18][O:19][CH2:20][CH2:21][NH:22][CH2:23][CH2:24][O:25][CH3:26].C(O[BH-](OC(=O)C)OC(=O)C)(=O)C.[Na+].C([O-])(O)=O.[Na+]. Given the product [CH2:1]([O:8][C:9](=[O:17])[NH:10][C:11]([CH3:16])([CH2:13][CH2:14][N:22]([CH2:23][CH2:24][O:25][CH3:26])[CH2:21][CH2:20][O:19][CH3:18])[CH3:12])[C:2]1[CH:7]=[CH:6][CH:5]=[CH:4][CH:3]=1, predict the reactants needed to synthesize it.